From a dataset of Full USPTO retrosynthesis dataset with 1.9M reactions from patents (1976-2016). Predict the reactants needed to synthesize the given product. (1) Given the product [Si:1]([O:8][C@H:9]([C:42]1[CH:47]=[CH:46][C:45]([F:48])=[CH:44][CH:43]=1)[CH2:10][S:11][C@H:12]1[C:15](=[O:16])[N:14]([C:17]2[CH:18]=[CH:19][C:20]([C:23]#[C:24][CH2:25][NH:26][S:27]([CH3:30])(=[O:29])=[O:28])=[CH:21][CH:22]=2)[C@@H:13]1[C:31]1[CH:32]=[CH:33][C:34]([O:35][CH2:36][C:37]([NH:78][CH2:79][C:80]([NH:82][C@@H:83]([C:91]([OH:93])=[O:92])[CH2:84][CH:85]2[CH2:90][CH2:89][CH2:88][CH2:87][CH2:86]2)=[O:81])=[O:38])=[CH:40][CH:41]=1)([C:4]([CH3:7])([CH3:5])[CH3:6])([CH3:2])[CH3:3], predict the reactants needed to synthesize it. The reactants are: [Si:1]([O:8][C@H:9]([C:42]1[CH:47]=[CH:46][C:45]([F:48])=[CH:44][CH:43]=1)[CH2:10][S:11][C@H:12]1[C:15](=[O:16])[N:14]([C:17]2[CH:22]=[CH:21][C:20]([C:23]#[C:24][CH2:25][NH:26][S:27]([CH3:30])(=[O:29])=[O:28])=[CH:19][CH:18]=2)[C@@H:13]1[C:31]1[CH:41]=[CH:40][C:34]([O:35][CH2:36][C:37](O)=[O:38])=[CH:33][CH:32]=1)([C:4]([CH3:7])([CH3:6])[CH3:5])([CH3:3])[CH3:2].CN1CCOCC1.CN(C(ON1N=NC2C=CC=CC1=2)=[N+](C)C)C.[B-](F)(F)(F)F.[NH2:78][CH2:79][C:80]([NH:82][C@@H:83]([C:91]([OH:93])=[O:92])[CH2:84][CH:85]1[CH2:90][CH2:89][CH2:88][CH2:87][CH2:86]1)=[O:81]. (2) Given the product [CH:38]([C:30]1[CH:31]=[CH:32][CH:33]=[C:34]([CH:35]([CH3:36])[CH3:37])[C:29]=1[NH:28][C:26](=[O:27])[CH2:25][N:15]1[C:16](=[O:22])[C:17]2([CH2:21][CH2:20][CH2:19][CH2:18]2)[N:13]([C:7]2[CH:8]=[CH:9][CH:10]=[CH:11][CH:12]=2)[C:14]1=[O:23])([CH3:39])[CH3:40], predict the reactants needed to synthesize it. The reactants are: C(=O)([O-])[O-].[K+].[K+].[C:7]1([N:13]2[C:17]3([CH2:21][CH2:20][CH2:19][CH2:18]3)[C:16](=[O:22])[NH:15][C:14]2=[O:23])[CH:12]=[CH:11][CH:10]=[CH:9][CH:8]=1.Cl[CH2:25][C:26]([NH:28][C:29]1[C:34]([CH:35]([CH3:37])[CH3:36])=[CH:33][CH:32]=[CH:31][C:30]=1[CH:38]([CH3:40])[CH3:39])=[O:27].O. (3) Given the product [Cl:3][C:6]1[C:7]2[C:14]([C:15]3[S:16][CH:17]=[CH:18][N:19]=3)=[CH:13][S:12][C:8]=2[N:9]=[CH:10][N:11]=1, predict the reactants needed to synthesize it. The reactants are: S(Cl)([Cl:3])=O.O[C:6]1[C:7]2[C:14]([C:15]3[S:16][CH:17]=[CH:18][N:19]=3)=[CH:13][S:12][C:8]=2[N:9]=[CH:10][N:11]=1.C(=O)(O)[O-].[Na+]. (4) Given the product [CH3:30][C:29](=[CH2:31])[C:28]([O:1][CH2:2][CH2:3][CH2:4][C:5]1[CH:6]=[CH:7][C:8]([C:11]2[CH:16]=[C:15]([O:17][C:28](=[O:33])[C:29]([CH3:31])=[CH2:30])[CH:14]=[C:13]([C:18]3[CH:23]=[CH:22][C:21]([CH2:24][CH2:25][CH2:26][O:27][C:28](=[O:33])[C:29]([CH3:31])=[CH2:30])=[CH:20][CH:19]=3)[CH:12]=2)=[CH:9][CH:10]=1)=[O:33], predict the reactants needed to synthesize it. The reactants are: [OH:1][CH2:2][CH2:3][CH2:4][C:5]1[CH:10]=[CH:9][C:8]([C:11]2[CH:16]=[C:15]([OH:17])[CH:14]=[C:13]([C:18]3[CH:23]=[CH:22][C:21]([CH2:24][CH2:25][CH2:26][OH:27])=[CH:20][CH:19]=3)[CH:12]=2)=[CH:7][CH:6]=1.[C:28]([OH:33])(=O)[C:29]([CH3:31])=[CH2:30].